From a dataset of Reaction yield outcomes from USPTO patents with 853,638 reactions. Predict the reaction yield, written as a fraction of the theoretical maximum amount of product (1.0 means a 100% yield; for example, 0.34 means a 34% yield). (1) The reactants are [Cl:1][C:2]1[CH:32]=[CH:31][CH:30]=[CH:29][C:3]=1[C:4]([NH:6]C(=O)NC1SC2C=C(S(CCNC3CCC3)(=O)=O)C=CC=2N=1)=[O:5].[C:33](=[O:36])([O-])[O-].[K+].[K+].[CH2:39](Br)C. The catalyst is CN(C=O)C. The product is [Cl:1][C:2]1[CH:32]=[CH:31][C:30]([O:36][CH2:33][CH3:39])=[CH:29][C:3]=1[C:4]([NH2:6])=[O:5]. The yield is 0.770. (2) The product is [Cl:1][C:2]1[CH:18]=[C:17]([NH2:19])[CH:16]=[C:15]([Cl:22])[C:3]=1[O:4][C:5]1[CH:6]=[N:7][C:8]2[C:13]([CH:14]=1)=[CH:12][CH:11]=[CH:10][CH:9]=2. The catalyst is ClC1C=C([N+]([O-])=O)C=C(Cl)C=1OC1C=NC2C(C=1)=CC=CC=2.C(OCC)(=O)C.[Pt]. The reactants are [Cl:1][C:2]1[CH:18]=[C:17]([N+:19]([O-])=O)[CH:16]=[C:15]([Cl:22])[C:3]=1[O:4][C:5]1[CH:6]=[N:7][C:8]2[C:13]([CH:14]=1)=[CH:12][CH:11]=[CH:10][CH:9]=2. The yield is 0.980. (3) The reactants are Cl[C:2]1[N:7]=[C:6]([NH:8][C:9]2[CH:14]=[CH:13][CH:12]=[CH:11][CH:10]=2)[C:5]([Cl:15])=[CH:4][N:3]=1.[CH3:16][P:17]([C:20]1[CH:26]=[CH:25][C:23]([NH2:24])=[C:22]([O:27][CH3:28])[CH:21]=1)([CH3:19])=[O:18].Cl. The catalyst is CN(C=O)C.C(O)C. The product is [Cl:15][C:5]1[C:6]([NH:8][C:9]2[CH:14]=[CH:13][CH:12]=[CH:11][CH:10]=2)=[N:7][C:2]([NH:24][C:23]2[CH:25]=[CH:26][C:20]([P:17]([CH3:16])([CH3:19])=[O:18])=[CH:21][C:22]=2[O:27][CH3:28])=[N:3][CH:4]=1. The yield is 0.160. (4) The reactants are [Br:1][C:2]1[CH:7]=[CH:6][CH:5]=[C:4]([Br:8])[CH:3]=1.[N+:9]([O-])([O-:11])=[O:10].[K+]. The catalyst is S(=O)(=O)(O)O. The product is [Br:1][C:2]1[CH:3]=[C:4]([Br:8])[CH:5]=[CH:6][C:7]=1[N+:9]([O-:11])=[O:10]. The yield is 0.900. (5) The reactants are [CH2:1]([NH:8][C@H:9]1[C@H:14]([NH:15][C:16]([C:18]2[NH:19][C:20]([CH2:24][CH3:25])=[C:21]([Cl:23])[N:22]=2)=[O:17])[CH2:13][CH2:12][N:11](C(OC(C)(C)C)=O)[CH2:10]1)[C:2]1[CH:7]=[CH:6][CH:5]=[CH:4][CH:3]=1.Cl.O1CCOCC1.Br[C:41]1[S:42][C:43]([C:47]([O:49][CH2:50][CH3:51])=[O:48])=[C:44]([CH3:46])[N:45]=1.C(=O)([O-])[O-].[Na+].[Na+]. No catalyst specified. The product is [CH2:1]([NH:8][C@H:9]1[C@H:14]([NH:15][C:16]([C:18]2[NH:19][C:20]([CH2:24][CH3:25])=[C:21]([Cl:23])[N:22]=2)=[O:17])[CH2:13][CH2:12][N:11]([C:41]2[S:42][C:43]([C:47]([O:49][CH2:50][CH3:51])=[O:48])=[C:44]([CH3:46])[N:45]=2)[CH2:10]1)[C:2]1[CH:3]=[CH:4][CH:5]=[CH:6][CH:7]=1. The yield is 0.210. (6) The reactants are [Al+3].[Cl-].[Cl-].[Cl-].[F:5][C:6]1[CH:11]=[CH:10][C:9]([CH2:12][C:13](Cl)=[O:14])=[CH:8][CH:7]=1.Cl. The catalyst is C1C=CC=CC=1. The product is [F:5][C:6]1[CH:11]=[CH:10][C:9]([CH2:12][C:13]([C:6]2[CH:11]=[CH:10][CH:9]=[CH:8][CH:7]=2)=[O:14])=[CH:8][CH:7]=1. The yield is 0.970.